Dataset: Experimentally validated miRNA-target interactions with 360,000+ pairs, plus equal number of negative samples. Task: Binary Classification. Given a miRNA mature sequence and a target amino acid sequence, predict their likelihood of interaction. (1) The miRNA is hsa-miR-550a-3p with sequence UGUCUUACUCCCUCAGGCACAU. The protein sequence of the target gene is MGWLRPGPRPLCPPARASWAFSHRFPSPLAPRRSPTPFFMASLLCCGPKLAACGIVLSAWGVIMLIMLGIFFNVHSAVLIEDVPFTEKDFENGPQNIYNLYEQVSYNCFIAAGLYLLLGGFSFCQVRLNKRKEYMVR. Result: 0 (no interaction). (2) The miRNA is hsa-miR-147a with sequence GUGUGUGGAAAUGCUUCUGC. The protein sequence of the target gene is MTRALCSALRQALLLLAAAAELSPGLKCVCLLCDSSNFTCQTEGACWASVMLTNGKEQVIKSCVSLPELNAQVFCHSSNNVTKTECCFTDFCNNITLHLPTASPNAPKLGPMELAIIITVPVCLLSIAAMLTVWACQGRQCSYRKKKRPNVEEPLSECNLVNAGKTLKDLIYDVTASGSGSGLPLLVQRTIARTIVLQEIVGKGRFGEVWHGRWCGEDVAVKIFSSRDERSWFREAEIYQTVMLRHENILGFIAADNKDNGTWTQLWLVSEYHEQGSLYDYLNRNIVTVAGMIKLALSIA.... Result: 1 (interaction). (3) Result: 0 (no interaction). The protein sequence of the target gene is MSLCEDMLLCNYRKCRIKLSGYAWVTACSHIFCDQHGSGEFSRSPAICPACNSTLSGKLDIVRTELSPSEEYKAMVLAGLRPEVVLDISSRALAFWTYQVHQERLYQEYNFSKAENHLKQMEKMYMQQIQSKNIELTSMKGEVISMKKVLEEYKKKFSDISEKLMERNRQYQKLQGLYDSLRLRNITIASQEGSLEPGMIPQSGVFGFPPGNNSKFSLDHIPVGNQGGGDEDVQFRPFFVCSPTAPEPINNFFSFASPSHEAEQQVCSRAFKAKRI. The miRNA is hsa-miR-5591-3p with sequence AUACCCAUAGCUUAGCUCCCA. (4) Result: 0 (no interaction). The protein sequence of the target gene is MKKDGSSGSFGIKASPGSLSRAVSWINFSSLSRQTKRLFRSDGELSVCGHQVEADDENWIYRTQPRKAVSNLDEESRWTVHYTAPWHQQENVFLPATRPPCVEDLHRQAKLNLKSVLRECDKLRQDGCRSSQYYSQGPTFAAGSSPCDDYQDEDTEADRKCSLSSSEEERFIGIRRPKTPTSGDFSDLHTQTNWTKSLPLPTPEEKTRQQAQTVQADVVPINITASATGQDDDGSAHSLYVPDHYSTLGRLDSYRSTGQCLETRDTSCQTEDVKVIPPSMRRIRAHKGVGVAAQMSHLSG.... The miRNA is rno-miR-30a-3p with sequence CUUUCAGUCGGAUGUUUGCAGC. (5) The miRNA is hsa-miR-7159-3p with sequence UUUCUAUGUUAGUUGGAAG. The protein sequence of the target gene is MTVTVVYDNSEATELCAAQHLYLKPIAKLMINVLLPECIEPVRPFSNWEVLDQLKSLICPDQFTTVRLSKSTKDFIRFEGEAETRSLVQILKAKLHGKIIKLNGLKTDLKVVATDAQGEWEHFPKEKEASVIEGAEEQDHDKGPDSIYFEGLPCKWFAPKGSSGEKPCEEILRVVFESFGKIKNVDIPMLDPYREVMTGGSFGGLNFGLQTFEAFIQYQESTDFIKAMESLRGMKLMLKGDDGKALACNIKVMFDTTKHFSEGAIQRRNQERLKLQELEEERKKEKKREEEVAERKRKDE.... Result: 0 (no interaction). (6) The miRNA is hsa-miR-215-5p with sequence AUGACCUAUGAAUUGACAGAC. The protein sequence of the target gene is MLYLIGLGLGDAKDITVKGLEVVRRCSRVYLEAYTSVLTVGKEALEEFYGRKLVVADREEVEQEADNILKDADISDVAFLVVGDPFGATTHSDLVLRATKLGIPYRVIHNASIMNAVGCCGLQLYKFGETVSIVFWTDTWRPESFFDKVKKNRQNGMHTLCLLDIKVKEQSLENLIKGRKIYEPPRYMSVNQAAQQLLEIVQNQRIRGEEPAVTEETLCVGLARVGADDQKIAAGTLRQMCTVDLGEPLHSLIITGGSIHPMEMEMLSLFSIPENSSESQSINGL. Result: 0 (no interaction). (7) The miRNA is hsa-miR-548p with sequence UAGCAAAAACUGCAGUUACUUU. The protein sequence of the target gene is MASLRLFLLCLAGLVFVSEAGPAGAGESKCPLMVKVLDAVRGSPAVDVAVKVFKKTSEGSWEPFASGKTAESGELHGLTTDEKFVEGVYRVELDTKSYWKTLGISPFHEFADVVFTANDSGHRHYTIAALLSPYSYSTTAVVSNPQN. Result: 0 (no interaction). (8) The miRNA is mmu-miR-7680-3p with sequence ACUGCUUGUUCACUGGAAUAGG. The protein sequence of the target gene is MAANSQGNFDGKFEALDLAELTKKQPWWRKLFGQESGPSAEKYSVATQLVIGGVTGWCTGFVFQKVGKLAATAVGGGFFLLQLANHTGYIKVDWQRVEKDMKKAKEQLKIRKNKQIPTEVKSKAEEVVSFVKKNVLVTGGFFGGFLLGMAS. Result: 0 (no interaction). (9) The miRNA is mmu-miR-1187 with sequence UAUGUGUGUGUGUAUGUGUGUAA. The protein sequence of the target gene is MCENQPKTKADGTAQIEVIPCKICGDKSSGIHYGVITCEGCKGFFRRSQQNNASYSCPRQRNCLIDRTNRNRCQHCRLQKCLALGMSRDAVKFGRMSKKQRDSLYAEVQKHQQRLQEQRQQQSGEAEALARVYSSSISNGLSNLNTETGGTYANGHVIDLPKSEGYYSIDSGQPSPDQSGLDMTGIKQIKQEPIYDLTSVPNLFTYSSFNNGQLAPGITMSEIDRIAQNIIKSHLETCQYTMEELHQLAWQTHTYEEIKAYQSKSREALWQQCAIQITHAIQYVVEFAKRITGFMELCQN.... Result: 1 (interaction).